Dataset: Forward reaction prediction with 1.9M reactions from USPTO patents (1976-2016). Task: Predict the product of the given reaction. The product is: [CH3:19][O:18][C:15]1[CH:14]=[CH:13][C:12]([C@@H:10]2[C@@H:9]([O:20][CH2:21][C:22]3[CH:23]=[CH:24][C:25]4[O:30][CH2:29][CH2:28][N:27]([CH2:31][CH2:32][CH2:33][O:34][CH3:35])[C:26]=4[CH:36]=3)[CH2:8][N:7]([S:37]([C:40]3[CH:45]=[CH:44][C:43]([CH3:46])=[CH:42][CH:41]=3)(=[O:38])=[O:39])[C@@H:6]([CH2:5][C:4](=[O:47])[CH3:49])[CH2:11]2)=[CH:17][CH:16]=1. Given the reactants CON(C)[C:4](=[O:47])[CH2:5][C@H:6]1[CH2:11][C@H:10]([C:12]2[CH:17]=[CH:16][C:15]([O:18][CH3:19])=[CH:14][CH:13]=2)[C@@H:9]([O:20][CH2:21][C:22]2[CH:23]=[CH:24][C:25]3[O:30][CH2:29][CH2:28][N:27]([CH2:31][CH2:32][CH2:33][O:34][CH3:35])[C:26]=3[CH:36]=2)[CH2:8][N:7]1[S:37]([C:40]1[CH:45]=[CH:44][C:43]([CH3:46])=[CH:42][CH:41]=1)(=[O:39])=[O:38].[CH3:49][Mg]Br, predict the reaction product.